This data is from Reaction yield outcomes from USPTO patents with 853,638 reactions. The task is: Predict the reaction yield, written as a fraction of the theoretical maximum amount of product (1.0 means a 100% yield; for example, 0.34 means a 34% yield). (1) The reactants are [CH3:1][O:2][C:3]([C:5]1[S:6][C:7]([C:27]2[CH2:32][CH2:31][C:30]([CH3:34])([CH3:33])[CH2:29][CH:28]=2)=[CH:8][C:9]=1[N:10]([C@H:20]1[CH2:25][CH2:24][C@H:23]([OH:26])[CH2:22][CH2:21]1)[C:11]([C@H:13]1[CH2:18][CH2:17][C@H:16]([CH3:19])[CH2:15][CH2:14]1)=[O:12])=[O:4].[CH3:35]I.[H-].[Na+]. The catalyst is CN(C=O)C. The product is [CH3:1][O:2][C:3]([C:5]1[S:6][C:7]([C:27]2[CH2:32][CH2:31][C:30]([CH3:33])([CH3:34])[CH2:29][CH:28]=2)=[CH:8][C:9]=1[N:10]([C@H:20]1[CH2:25][CH2:24][C@H:23]([O:26][CH3:35])[CH2:22][CH2:21]1)[C:11]([C@H:13]1[CH2:18][CH2:17][C@H:16]([CH3:19])[CH2:15][CH2:14]1)=[O:12])=[O:4]. The yield is 0.460. (2) The reactants are [NH2:1][C:2]1[S:3]/[C:4](=[CH:8]\[C:9]2[CH:14]=[C:13]([O:15][CH2:16][CH2:17][CH3:18])[C:12]([OH:19])=[C:11]([Cl:20])[CH:10]=2)/[C:5](=[O:7])[N:6]=1.Br.Br[CH2:23][C:24]([C:26]1[CH:27]=[N:28][CH:29]=[CH:30][CH:31]=1)=O. No catalyst specified. The product is [Cl:20][C:11]1[CH:10]=[C:9](/[CH:8]=[C:4]2/[C:5](=[O:7])[N:6]3[CH:23]=[C:24]([C:26]4[CH:27]=[N:28][CH:29]=[CH:30][CH:31]=4)[N:1]=[C:2]3[S:3]/2)[CH:14]=[C:13]([O:15][CH2:16][CH2:17][CH3:18])[C:12]=1[OH:19]. The yield is 0.190. (3) The reactants are [CH2:1]1[CH2:6][C@H:5]([C:7]([OH:9])=[O:8])[CH2:4][CH2:3][C@H:2]1[CH2:10][NH2:11].[C:12]([O:16][CH:17]([O:21][C:22](ON1C(=O)CCC1=O)=[O:23])[CH:18]([CH3:20])[CH3:19])(=[O:15])[CH2:13][CH3:14]. The catalyst is CC(OC)(C)C.CC(C)=O.O. The product is [C:12]([O:16][CH:17]([O:21][C:22]([NH:11][CH2:10][C@H:2]1[CH2:3][CH2:4][C@H:5]([C:7]([OH:9])=[O:8])[CH2:6][CH2:1]1)=[O:23])[CH:18]([CH3:19])[CH3:20])(=[O:15])[CH2:13][CH3:14]. The yield is 0.210. (4) The reactants are [NH2:1][C:2]1[C:3]([C:9]([O:11]C)=[O:10])=[N:4][C:5](Br)=[CH:6][N:7]=1.[CH3:13][N:14]([CH3:26])[C:15]([C:17]1[CH:22]=[CH:21][C:20](B(O)O)=[CH:19][CH:18]=1)=[O:16].C([O-])([O-])=O.[Na+].[Na+]. The catalyst is C(#N)C.O.C1C=CC([P]([Pd]([P](C2C=CC=CC=2)(C2C=CC=CC=2)C2C=CC=CC=2)([P](C2C=CC=CC=2)(C2C=CC=CC=2)C2C=CC=CC=2)[P](C2C=CC=CC=2)(C2C=CC=CC=2)C2C=CC=CC=2)(C2C=CC=CC=2)C2C=CC=CC=2)=CC=1. The product is [NH2:1][C:2]1[C:3]([C:9]([OH:11])=[O:10])=[N:4][C:5]([C:20]2[CH:21]=[CH:22][C:17]([C:15](=[O:16])[N:14]([CH3:13])[CH3:26])=[CH:18][CH:19]=2)=[CH:6][N:7]=1. The yield is 0.650. (5) The reactants are C(O)(=O)C(O)=O.[C:7]([C:11]1[CH:15]=[C:14]([NH2:16])[N:13]([CH2:17][CH3:18])[N:12]=1)([CH3:10])([CH3:9])[CH3:8].C(=O)([O-])[O-].[K+].[K+].C(N(CC)C(C)C)(C)C.Cl[C:35]([O:37][C:38]1[CH:43]=[CH:42][CH:41]=[CH:40][CH:39]=1)=[O:36]. The catalyst is ClCCl. The product is [C:7]([C:11]1[CH:15]=[C:14]([NH:16][C:35](=[O:36])[O:37][C:38]2[CH:43]=[CH:42][CH:41]=[CH:40][CH:39]=2)[N:13]([CH2:17][CH3:18])[N:12]=1)([CH3:10])([CH3:8])[CH3:9]. The yield is 0.770. (6) The catalyst is CN1CCCC1=O.O. The yield is 0.714. The product is [Cl:35][C:36]1[N:37]=[CH:38][C:39]([CH2:42][N:20]2[CH:21]=[CH:22][CH:23]=[CH:24][C:19]2=[N:18][C:3](=[O:4])[C:2]([F:7])([F:6])[F:1])=[CH:40][CH:41]=1. The reactants are [F:1][C:2]([F:7])([F:6])[C:3](O)=[O:4].CN(C)C=O.P(Cl)(Cl)(Cl)=O.[NH2:18][C:19]1[CH:24]=[CH:23][CH:22]=[CH:21][N:20]=1.[O-]CC.[Na+].C(=O)([O-])[O-].[K+].[K+].[Cl:35][C:36]1[CH:41]=[CH:40][C:39]([CH2:42]Cl)=[CH:38][N:37]=1. (7) The reactants are [C:1]([NH:8][C@H:9]([C:11]([OH:13])=[O:12])[CH3:10])([O:3][C:4]([CH3:7])([CH3:6])[CH3:5])=[O:2].[Cl:14][C:15]1[CH:20]=[CH:19][C:18]([C:21]2[S:29][C:28]3[C:27](=[O:30])[N:26]([C:31]4[CH:36]=[CH:35][C:34]([O:37][CH2:38][C:39]5(O)[CH2:42][C:41]([F:44])([F:43])[CH2:40]5)=[C:33]([O:46][CH3:47])[CH:32]=4)[CH:25]=[N:24][C:23]=3[CH:22]=2)=[CH:17][CH:16]=1.C(N=C=NC(C)C)(C)C. The catalyst is C(Cl)Cl. The product is [C:4]([O:3][C:1]([NH:8][C@@H:9]([CH3:10])[C:11]([O:13][C:39]1([CH2:38][O:37][C:34]2[CH:35]=[CH:36][C:31]([N:26]3[C:27](=[O:30])[C:28]4[S:29][C:21]([C:18]5[CH:17]=[CH:16][C:15]([Cl:14])=[CH:20][CH:19]=5)=[CH:22][C:23]=4[N:24]=[CH:25]3)=[CH:32][C:33]=2[O:46][CH3:47])[CH2:40][C:41]([F:44])([F:43])[CH2:42]1)=[O:12])=[O:2])([CH3:7])([CH3:5])[CH3:6]. The yield is 0.880. (8) The reactants are [C:1]([O:5][C:6]([N:8]1[CH2:12][CH2:11][CH:10]([NH:13][C:14]2[CH:15]=[C:16]([C:34]([O:36]C)=O)[C:17]([O:20][C:21]3[CH:26]=[CH:25][C:24]([O:27][C:28]4[CH:33]=[CH:32][CH:31]=[CH:30][CH:29]=4)=[CH:23][CH:22]=3)=[N:18][CH:19]=2)[CH2:9]1)=[O:7])([CH3:4])([CH3:3])[CH3:2].[NH3:38]. The catalyst is CO. The product is [C:34]([C:16]1[CH:15]=[C:14]([NH:13][CH:10]2[CH2:11][CH2:12][N:8]([C:6]([O:5][C:1]([CH3:2])([CH3:3])[CH3:4])=[O:7])[CH2:9]2)[CH:19]=[N:18][C:17]=1[O:20][C:21]1[CH:26]=[CH:25][C:24]([O:27][C:28]2[CH:33]=[CH:32][CH:31]=[CH:30][CH:29]=2)=[CH:23][CH:22]=1)(=[O:36])[NH2:38]. The yield is 0.770. (9) The reactants are [C:1]([O:5][C:6]([N:8]1[CH:12]2[CH2:13][CH2:14][CH:9]1[C:10]([C:15]1[C:16]([CH2:23][CH2:24][O:25][Si](C(C)(C)C)(C)C)=[CH:17][C:18]([O:21][CH3:22])=[N:19][CH:20]=1)=[CH:11]2)=[O:7])([CH3:4])([CH3:3])[CH3:2].[F-].C([N+](CCCC)(CCCC)CCCC)CCC.O.CCOC(C)=O. The catalyst is C1COCC1. The product is [C:1]([O:5][C:6]([N:8]1[CH:12]2[CH2:13][CH2:14][CH:9]1[C:10]([C:15]1[C:16]([CH2:23][CH2:24][OH:25])=[CH:17][C:18]([O:21][CH3:22])=[N:19][CH:20]=1)=[CH:11]2)=[O:7])([CH3:4])([CH3:3])[CH3:2]. The yield is 1.00.